From a dataset of Forward reaction prediction with 1.9M reactions from USPTO patents (1976-2016). Predict the product of the given reaction. (1) Given the reactants [CH2:1]([S:3]([N:6]1[CH2:11][CH2:10][CH:9]([C:12]2[C:20]3[C:15](=[C:16]([C:30]([NH2:32])=[O:31])[CH:17]=[C:18](B4OC(C)(C)C(C)(C)O4)[CH:19]=3)[NH:14][CH:13]=2)[CH2:8][CH2:7]1)(=[O:5])=[O:4])[CH3:2].Br[C:34]1[CH:35]=[C:36]([C:39](=[O:42])[CH2:40][CH3:41])[S:37][CH:38]=1.C(=O)([O-])[O-].[K+].[K+].CCOC(C)=O, predict the reaction product. The product is: [CH2:1]([S:3]([N:6]1[CH2:11][CH2:10][CH:9]([C:12]2[C:20]3[C:15](=[C:16]([C:30]([NH2:32])=[O:31])[CH:17]=[C:18]([C:34]4[CH:35]=[C:36]([C:39](=[O:42])[CH2:40][CH3:41])[S:37][CH:38]=4)[CH:19]=3)[NH:14][CH:13]=2)[CH2:8][CH2:7]1)(=[O:4])=[O:5])[CH3:2]. (2) Given the reactants [NH2:1][C:2]1[N:6]([C:7]2[CH:12]=[CH:11][C:10]([F:13])=[CH:9][CH:8]=2)[N:5]=[CH:4][C:3]=1[C:14]([NH:16][CH2:17][C:18]([OH:26])([CH2:23][NH:24][CH3:25])[C:19]([F:22])([F:21])[F:20])=[O:15].C(N(C(C)C)CC)(C)C.[Cl:36][C:37]1[CH:45]=[CH:44][CH:43]=[C:42]([Cl:46])[C:38]=1[C:39](Cl)=[O:40], predict the reaction product. The product is: [NH2:1][C:2]1[N:6]([C:7]2[CH:8]=[CH:9][C:10]([F:13])=[CH:11][CH:12]=2)[N:5]=[CH:4][C:3]=1[C:14]([NH:16][CH2:17][C:18]([CH2:23][N:24]([C:39]([C:38]1[C:37]([Cl:36])=[CH:45][CH:44]=[CH:43][C:42]=1[Cl:46])=[O:40])[CH3:25])([OH:26])[C:19]([F:22])([F:21])[F:20])=[O:15]. (3) Given the reactants [F:1][C:2]1[CH:3]=[C:4]([CH:7]=[CH:8][C:9]=1[N+:10]([O-:12])=[O:11])[C:5]#[N:6].C([O-])([O-])=[O:14].[K+].[K+].C(N)(N)=O.OO.C(Cl)Cl, predict the reaction product. The product is: [F:1][C:2]1[CH:3]=[C:4]([CH:7]=[CH:8][C:9]=1[N+:10]([O-:12])=[O:11])[C:5]([NH2:6])=[O:14]. (4) Given the reactants Br[C:2]1[CH:7]=[CH:6][C:5]([C:8]2[NH:12][C:11]([CH3:13])=[C:10]([C:14]([NH2:16])=[O:15])[CH:9]=2)=[CH:4][CH:3]=1.[CH3:17][N:18]1[CH2:23][CH2:22][N:21]([CH2:24][C:25]2[CH:30]=[CH:29][C:28](B3OC(C)(C)C(C)(C)O3)=[CH:27][CH:26]=2)[CH2:20][CH2:19]1.C(=O)([O-])[O-].[Cs+].[Cs+], predict the reaction product. The product is: [CH3:13][C:11]1[NH:12][C:8]([C:5]2[CH:6]=[CH:7][C:2]([C:28]3[CH:27]=[CH:26][C:25]([CH2:24][N:21]4[CH2:22][CH2:23][N:18]([CH3:17])[CH2:19][CH2:20]4)=[CH:30][CH:29]=3)=[CH:3][CH:4]=2)=[CH:9][C:10]=1[C:14]([NH2:16])=[O:15]. (5) Given the reactants [N:1]1([C@@H:10]2[O:14][C@H:13]([CH2:15][O:16][Si:17]([CH:24]([CH3:26])[CH3:25])([CH:21]([CH3:23])[CH3:22])[CH:18]([CH3:20])[CH3:19])[C@@H:12]([OH:27])[CH2:11]2)[C:9]2[CH:8]=[CH:7][N:6]=[CH:5][C:4]=2[CH:3]=[CH:2]1.[C:28](OC(=O)C)(=[O:30])[CH3:29], predict the reaction product. The product is: [C:28]([O:27][C@H:12]1[CH2:11][C@H:10]([N:1]2[C:9]3[CH:8]=[CH:7][N:6]=[CH:5][C:4]=3[CH:3]=[CH:2]2)[O:14][C@@H:13]1[CH2:15][O:16][Si:17]([CH:21]([CH3:23])[CH3:22])([CH:24]([CH3:26])[CH3:25])[CH:18]([CH3:20])[CH3:19])(=[O:30])[CH3:29]. (6) Given the reactants Cl.[C@H:2]12[CH2:8][CH:5]([NH:6][CH2:7]1)[CH2:4][O:3]2.FC(F)(F)S([O-])(=O)=O.[N:17]1([S:22](N2C=C[NH+](C)C2)(=[O:24])=[O:23])[CH:21]=[CH:20][N:19]=[CH:18]1, predict the reaction product. The product is: [N:17]1([S:22]([N:6]2[CH2:7][C@@H:2]3[CH2:8][C@H:5]2[CH2:4][O:3]3)(=[O:24])=[O:23])[CH:21]=[CH:20][N:19]=[CH:18]1. (7) The product is: [C:1]([N:17]1[CH2:18][CH2:19][CH:14]([CH3:13])[CH2:15][CH2:16]1)(=[O:12])/[CH:2]=[CH:3]/[CH2:4][CH2:5][CH2:6][CH2:7][CH2:8][CH2:9][CH3:10]. Given the reactants [C:1]([OH:12])(=O)/[CH:2]=[CH:3]/[CH2:4][CH2:5][CH2:6][CH2:7][CH2:8][CH2:9][CH3:10].[CH3:13][CH:14]1[CH2:19][CH2:18][NH:17][CH2:16][CH2:15]1, predict the reaction product. (8) Given the reactants [Cl:1][C:2]1[CH:3]=[C:4]([CH:18]=[CH:19][C:20]=1[O:21][CH3:22])[CH2:5][NH:6][C:7]1[C:12]([C:13]([OH:15])=O)=[CH:11][N:10]=[C:9]([S:16][CH3:17])[N:8]=1.[N:23]1[CH:28]=[CH:27][CH:26]=[N:25][C:24]=1[CH2:29][NH2:30].CN(C(ON1N=NC2C=CC=NC1=2)=[N+](C)C)C.F[P-](F)(F)(F)(F)F.CCN(C(C)C)C(C)C, predict the reaction product. The product is: [Cl:1][C:2]1[CH:3]=[C:4]([CH:18]=[CH:19][C:20]=1[O:21][CH3:22])[CH2:5][NH:6][C:7]1[C:12]([C:13]([NH:30][CH2:29][C:24]2[N:25]=[CH:26][CH:27]=[CH:28][N:23]=2)=[O:15])=[CH:11][N:10]=[C:9]([S:16][CH3:17])[N:8]=1.